From a dataset of Reaction yield outcomes from USPTO patents with 853,638 reactions. Predict the reaction yield, written as a fraction of the theoretical maximum amount of product (1.0 means a 100% yield; for example, 0.34 means a 34% yield). The reactants are [Cl:1][C:2]1[CH:3]=[CH:4][C:5]2[N:6]([CH:8]=[C:9]([NH:11][C:12]([C:14]3[CH:19]=[CH:18][C:17]([C:20]([CH3:25])([CH3:24])[C:21](O)=[O:22])=[CH:16][CH:15]=3)=[O:13])[N:10]=2)[CH:7]=1.C(Cl)(=O)C(Cl)=O.CN(C=O)C.[CH2:37]([N:39](CC)CC)[CH3:38]. The catalyst is ClCCl.C1COCC1. The product is [Cl:1][C:2]1[CH:3]=[CH:4][C:5]2[N:6]([CH:8]=[C:9]([NH:11][C:12](=[O:13])[C:14]3[CH:15]=[CH:16][C:17]([C:20]([CH3:24])([CH3:25])[C:21]([NH:39][CH2:37][CH3:38])=[O:22])=[CH:18][CH:19]=3)[N:10]=2)[CH:7]=1. The yield is 0.610.